Dataset: Reaction yield outcomes from USPTO patents with 853,638 reactions. Task: Predict the reaction yield, written as a fraction of the theoretical maximum amount of product (1.0 means a 100% yield; for example, 0.34 means a 34% yield). (1) The reactants are [CH2:1]([C:3]1[C:8](=[O:9])[NH:7][C:6]([CH3:10])=[C:5]([C:11]2[S:15][C:14]([S:16](Cl)(=[O:18])=[O:17])=[CH:13][CH:12]=2)[CH:4]=1)[CH3:2].[NH2:20][CH2:21][CH2:22][N:23]1[CH2:27][CH2:26][CH2:25][CH:24]1[C:28]([OH:30])=[O:29]. No catalyst specified. The product is [CH2:1]([C:3]1[C:8](=[O:9])[NH:7][C:6]([CH3:10])=[C:5]([C:11]2[S:15][C:14]([S:16]([NH:20][CH2:21][CH2:22][N:23]3[CH2:27][CH2:26][CH2:25][CH:24]3[C:28]([OH:30])=[O:29])(=[O:18])=[O:17])=[CH:13][CH:12]=2)[CH:4]=1)[CH3:2]. The yield is 0.880. (2) The reactants are [C:1]12([C:11]3[CH:21]=[CH:20][C:14]([O:15][CH2:16][C:17](O)=[O:18])=[CH:13][CH:12]=3)[CH2:10][CH:5]3[CH2:6][CH:7]([CH2:9][CH:3]([CH2:4]3)[CH2:2]1)[CH2:8]2.[CH3:22][N:23]1[CH2:28][CH2:27][N:26]([C:29]2[CH:35]=[CH:34][C:32]([NH2:33])=[CH:31][CH:30]=2)[CH2:25][CH2:24]1. No catalyst specified. The product is [C:1]12([C:11]3[CH:21]=[CH:20][C:14]([O:15][CH2:16][C:17]([NH:33][C:32]4[CH:34]=[CH:35][C:29]([N:26]5[CH2:25][CH2:24][N:23]([CH3:22])[CH2:28][CH2:27]5)=[CH:30][CH:31]=4)=[O:18])=[CH:13][CH:12]=3)[CH2:2][CH:3]3[CH2:9][CH:7]([CH2:6][CH:5]([CH2:4]3)[CH2:10]1)[CH2:8]2. The yield is 0.934. (3) The reactants are [O:1]=[C:2]1[CH2:7][N:6]([C:8]([O:10][C:11]([CH3:14])([CH3:13])[CH3:12])=[O:9])[C@H:5]([C:15]2[CH:20]=[CH:19][CH:18]=[CH:17][CH:16]=2)[C@H:4]([C:21]2[CH:26]=[CH:25][CH:24]=[CH:23][CH:22]=2)[O:3]1.I[CH2:28][CH2:29][CH2:30][CH2:31][B:32]1[O:36][C:35]([CH3:38])([CH3:37])[C:34]([CH3:40])([CH3:39])[O:33]1.C[Si]([N-][Si](C)(C)C)(C)C.[Na+]. The catalyst is C1COCC1.CN(P(N(C)C)(N(C)C)=O)C. The product is [O:1]=[C:2]1[O:3][C@@H:4]([C:21]2[CH:22]=[CH:23][CH:24]=[CH:25][CH:26]=2)[C@@H:5]([C:15]2[CH:16]=[CH:17][CH:18]=[CH:19][CH:20]=2)[N:6]([C:8]([O:10][C:11]([CH3:14])([CH3:13])[CH3:12])=[O:9])[C@@H:7]1[CH2:28][CH2:29][CH2:30][CH2:31][B:32]1[O:36][C:35]([CH3:38])([CH3:37])[C:34]([CH3:39])([CH3:40])[O:33]1. The yield is 0.940. (4) The reactants are O.[NH2:2][NH2:3].[F:4][C:5]([F:12])([F:11])[C:6]([O:8]CC)=O.[OH-].[Na+].[Cl:15][CH2:16][C:17](Cl)=[O:18]. The catalyst is C(#N)C. The product is [Cl:15][CH2:16][C:17]([NH:2][NH:3][C:6](=[O:8])[C:5]([F:4])([F:11])[F:12])=[O:18]. The yield is 0.983. (5) The reactants are Cl[CH2:2][CH2:3][CH:4]1[CH2:12][CH2:11][CH2:10][C:9]2[N:8]([CH3:13])[CH:7]=[CH:6][C:5]1=2.[CH3:14][NH:15][CH2:16][C:17]1[CH:22]=[CH:21][CH:20]=[CH:19][CH:18]=1.C([O-])([O-])=O.[K+].[K+].[Na+].[I-]. The catalyst is CN(C=O)C. The product is [CH2:16]([N:15]([CH3:14])[CH2:2][CH2:3][CH:4]1[CH2:12][CH2:11][CH2:10][C:9]2[N:8]([CH3:13])[CH:7]=[CH:6][C:5]1=2)[C:17]1[CH:22]=[CH:21][CH:20]=[CH:19][CH:18]=1. The yield is 0.280. (6) The reactants are [O:1]1CCCO[CH:2]1[CH2:7][CH2:8][CH:9]([OH:46])[CH2:10][O:11][C@H:12]1[CH2:17][CH2:16][C@H:15]([N:18]2[C:23](=[O:24])[C:22]([CH2:25][C:26]3[CH:31]=[CH:30][C:29]([C:32]4[C:33]([C:38]#[N:39])=[CH:34][CH:35]=[CH:36][CH:37]=4)=[CH:28][CH:27]=3)=[C:21]([CH2:40][CH2:41][CH3:42])[N:20]3[N:43]=[CH:44][N:45]=[C:19]23)[CH2:14][CH2:13]1.C([Si](Cl)(C1C=CC=CC=1)C1C=CC=CC=1)(C)(C)C.N1C=CN=C1.Cl. The catalyst is O1CCCC1. The product is [OH:46][CH:9]([CH2:8][CH2:7][CH2:2][OH:1])[CH2:10][O:11][C@H:12]1[CH2:17][CH2:16][C@H:15]([N:18]2[C:23](=[O:24])[C:22]([CH2:25][C:26]3[CH:31]=[CH:30][C:29]([C:32]4[C:33]([C:38]#[N:39])=[CH:34][CH:35]=[CH:36][CH:37]=4)=[CH:28][CH:27]=3)=[C:21]([CH2:40][CH2:41][CH3:42])[N:20]3[N:43]=[CH:44][N:45]=[C:19]23)[CH2:14][CH2:13]1. The yield is 0.260. (7) The reactants are [C:1]([C:3]1[CH:33]=[CH:32][C:6]([O:7][CH2:8][CH2:9][N:10]2[CH2:17][CH:16]3[O:18][CH:12]([CH2:13][N:14]([CH2:19][CH2:20][NH:21][S:22]([C:25]4[C:26]([CH3:31])=[N:27][O:28][C:29]=4[CH3:30])(=[O:24])=[O:23])[CH2:15]3)[CH2:11]2)=[CH:5][CH:4]=1)#[N:2].[C:34]([O-])([O-])=O.[Cs+].[Cs+].IC. No catalyst specified. The product is [C:1]([C:3]1[CH:4]=[CH:5][C:6]([O:7][CH2:8][CH2:9][N:10]2[CH2:17][CH:16]3[O:18][CH:12]([CH2:13][N:14]([CH2:19][CH2:20][N:21]([CH3:34])[S:22]([C:25]4[C:26]([CH3:31])=[N:27][O:28][C:29]=4[CH3:30])(=[O:24])=[O:23])[CH2:15]3)[CH2:11]2)=[CH:32][CH:33]=1)#[N:2]. The yield is 0.880. (8) The product is [O:20]=[C:18]1[CH:19]=[CH:11][C:23]([C:26]([NH:1][C:2]2([C:8]([OH:10])=[O:9])[CH2:7][CH2:6][CH2:5][CH2:4][CH2:3]2)=[O:27])=[CH:22][O:21]1. The yield is 0.600. No catalyst specified. The reactants are [NH2:1][C:2]1([C:8]([OH:10])=[O:9])[CH2:7][CH2:6][CH2:5][CH2:4][CH2:3]1.[CH2:11](N(CC)CC)C.[C:18]([O:21][CH2:22][CH3:23])(=[O:20])[CH3:19].CN(C)[CH:26]=[O:27]. (9) The reactants are [NH2:1][C:2]1[N:7]=[C:6]([N:8]2[CH2:13][CH2:12][N:11](C(OC(C)(C)C)=O)[CH2:10][CH2:9]2)[C:5]([NH2:21])=[C:4]([SH:22])[N:3]=1.[Br:23][C:24]1[CH:29]=[CH:28][C:27]([CH2:30][CH2:31][C:32](O)=O)=[CH:26][CH:25]=1. No catalyst specified. The product is [Br:23][C:24]1[CH:29]=[CH:28][C:27]([CH2:30][CH2:31][C:32]2[S:22][C:4]3[N:3]=[C:2]([NH2:1])[N:7]=[C:6]([N:8]4[CH2:9][CH2:10][NH:11][CH2:12][CH2:13]4)[C:5]=3[N:21]=2)=[CH:26][CH:25]=1. The yield is 0.700.